This data is from CYP2C19 inhibition data for predicting drug metabolism from PubChem BioAssay. The task is: Regression/Classification. Given a drug SMILES string, predict its absorption, distribution, metabolism, or excretion properties. Task type varies by dataset: regression for continuous measurements (e.g., permeability, clearance, half-life) or binary classification for categorical outcomes (e.g., BBB penetration, CYP inhibition). Dataset: cyp2c19_veith. The drug is O=C(O)CN(CCN(CC(=O)O)CC(=O)O)CCN(CC(=O)O)CC(=O)O. The result is 0 (non-inhibitor).